From a dataset of Catalyst prediction with 721,799 reactions and 888 catalyst types from USPTO. Predict which catalyst facilitates the given reaction. (1) Reactant: [CH2:1]([O:8][NH:9][C:10]([C@H:12]1[C@H:17]2[O:18][C:19]([CH3:22])([CH3:21])[O:20][C@@H:16]2[C@H:15]([O:23]C(=O)C)[CH2:14][N:13]1[S:27]([C:30]1[CH:35]=[CH:34][C:33]([O:36][CH3:37])=[CH:32][CH:31]=1)(=[O:29])=[O:28])=[O:11])[C:2]1[CH:7]=[CH:6][CH:5]=[CH:4][CH:3]=1.C[O-].[Na+]. Product: [CH2:1]([O:8][NH:9][C:10]([C@H:12]1[C@H:17]2[O:18][C:19]([CH3:22])([CH3:21])[O:20][C@@H:16]2[C@H:15]([OH:23])[CH2:14][N:13]1[S:27]([C:30]1[CH:31]=[CH:32][C:33]([O:36][CH3:37])=[CH:34][CH:35]=1)(=[O:29])=[O:28])=[O:11])[C:2]1[CH:3]=[CH:4][CH:5]=[CH:6][CH:7]=1. The catalyst class is: 5. (2) Reactant: Cl.[NH2:2][C:3]1[CH:8]=[CH:7][C:6]([C:9]2[N:10]=[C:11]([C:21]([CH3:24])([CH3:23])[CH3:22])[NH:12][C:13]=2[C:14]2[CH:19]=[CH:18][CH:17]=[C:16]([CH3:20])[N:15]=2)=[CH:5][C:4]=1[OH:25].Cl[CH2:27][C:28](Cl)=[O:29].C(=O)([O-])[O-].[K+].[K+]. Product: [C:21]([C:11]1[NH:12][C:13]([C:14]2[CH:19]=[CH:18][CH:17]=[C:16]([CH3:20])[N:15]=2)=[C:9]([C:6]2[CH:7]=[CH:8][C:3]3[NH:2][C:28](=[O:29])[CH2:27][O:25][C:4]=3[CH:5]=2)[N:10]=1)([CH3:22])([CH3:24])[CH3:23]. The catalyst class is: 18. (3) Reactant: Cl[S:2]([C:5]1[CH:10]=[CH:9][C:8]([N:11]=[C:12]=[O:13])=[CH:7][CH:6]=1)(=[O:4])=[O:3].[CH3:14][O:15][C:16]1[CH:25]=[CH:24][C:23]([N:26]2[CH2:31][CH2:30][N:29]([CH3:32])[CH2:28][CH2:27]2)=[C:22]2[C:17]=1[CH2:18][CH2:19][NH:20][CH2:21]2.[NH3:33]. Product: [S:2]([C:5]1[CH:10]=[CH:9][C:8]([NH:11][C:12]([N:20]2[CH2:19][CH2:18][C:17]3[C:22](=[C:23]([N:26]4[CH2:27][CH2:28][N:29]([CH3:32])[CH2:30][CH2:31]4)[CH:24]=[CH:25][C:16]=3[O:15][CH3:14])[CH2:21]2)=[O:13])=[CH:7][CH:6]=1)(=[O:4])(=[O:3])[NH2:33]. The catalyst class is: 451. (4) The catalyst class is: 112. Product: [C:23]([O:27][C:28]([N:8]1[C:9]2[C:5](=[CH:4][CH:3]=[CH:2][CH:10]=2)[C:6](=[CH:12][C:13]2[CH:18]=[C:17]([Cl:19])[CH:16]=[CH:15][C:14]=2[N+:20]([O-:22])=[O:21])[C:7]1=[O:11])=[O:29])([CH3:26])([CH3:25])[CH3:24]. Reactant: Cl[C:2]1[CH:10]=[C:9]2[C:5](/[C:6](=[CH:12]/[C:13]3[CH:18]=[C:17]([Cl:19])[CH:16]=[CH:15][C:14]=3[N+:20]([O-:22])=[O:21])/[C:7](=[O:11])[NH:8]2)=[CH:4][CH:3]=1.[C:23]([O:27][C:28](O[C:28]([O:27][C:23]([CH3:26])([CH3:25])[CH3:24])=[O:29])=[O:29])([CH3:26])([CH3:25])[CH3:24]. (5) Reactant: [CH3:1][N:2]1[C:7]2[C:8](C)=[CH:9][NH:10][C:6]=2[C:5](=[O:12])[N:4]([CH3:13])[C:3]1=[O:14].Br[CH2:16][C:17]([NH:19][C:20]1[S:21][CH:22]=[C:23]([C:25]2[CH:30]=[C:29]([F:31])[C:28]([O:32][CH2:33][CH:34]([CH3:36])[CH3:35])=[C:27]([F:37])[CH:26]=2)[N:24]=1)=[O:18].[H-].[Na+]. Product: [CH3:1][N:2]1[C:7]2[CH:8]=[CH:9][N:10]([CH2:16][C:17]([NH:19][C:20]3[S:21][CH:22]=[C:23]([C:25]4[CH:26]=[C:27]([F:37])[C:28]([O:32][CH2:33][CH:34]([CH3:35])[CH3:36])=[C:29]([F:31])[CH:30]=4)[N:24]=3)=[O:18])[C:6]=2[C:5](=[O:12])[N:4]([CH3:13])[C:3]1=[O:14]. The catalyst class is: 3. (6) Reactant: [Cl:1][C:2]1[N:11]=[CH:10][C:9]2[NH:8][CH2:7][C@@H:6]3[CH2:12][O:13][CH2:14][CH2:15][N:5]3[C:4]=2[N:3]=1.[CH3:16][C:17](C)([O-:19])C.[Na+].C(OCCBr)(=O)C. Product: [Cl:1][C:2]1[N:11]=[CH:10][C:9]2[N:8]([CH2:16][CH2:17][OH:19])[CH2:7][C@@H:6]3[CH2:12][O:13][CH2:14][CH2:15][N:5]3[C:4]=2[N:3]=1. The catalyst class is: 16. (7) Reactant: [Cl:1][C:2]1[CH:7]=[C:6]([Cl:8])[CH:5]=[CH:4][C:3]=1[C:9]1[C:29](=[O:30])[N:28]([CH3:31])[C:12]2[N:13]([CH3:27])[C:14]3[C:19]([C:11]=2[CH:10]=1)=[CH:18][C:17]([C:20]1[N:21]=[C:22](CO)[S:23][CH:24]=1)=[CH:16][CH:15]=3.[H-].[Na+].C1(Br)CC1.O. Product: [Cl:1][C:2]1[CH:7]=[C:6]([Cl:8])[CH:5]=[CH:4][C:3]=1[C:9]1[C:29](=[O:30])[N:28]([CH3:31])[C:12]2[N:13]([CH3:27])[C:14]3[C:19]([C:11]=2[CH:10]=1)=[CH:18][C:17]([C:20]1[N:21]=[CH:22][S:23][CH:24]=1)=[CH:16][CH:15]=3. The catalyst class is: 3.